Dataset: Catalyst prediction with 721,799 reactions and 888 catalyst types from USPTO. Task: Predict which catalyst facilitates the given reaction. (1) Reactant: N1C2C(=CC=C3C=2N=CC=C3)C=CC=1.[C:15]([C:17]1[CH:23]=[CH:22][C:20]([NH2:21])=[CH:19][CH:18]=1)#[N:16].CC(C)([O-])C.[Na+].CCCCCCCCCCCC.I[C:43]1[CH:44]=[C:45]([CH3:50])[CH:46]=[C:47]([CH3:49])[CH:48]=1. Product: [CH3:50][C:45]1[CH:44]=[C:43]([NH:21][C:20]2[CH:22]=[CH:23][C:17]([C:15]#[N:16])=[CH:18][CH:19]=2)[CH:48]=[C:47]([CH3:49])[CH:46]=1. The catalyst class is: 321. (2) Reactant: [N:1]1[CH:6]=[CH:5][CH:4]=[C:3]([N:7]=[C:8]=[S:9])[CH:2]=1.[CH2:10]([NH2:15])[C:11]([CH3:14])([CH3:13])[CH3:12]. Product: [N:1]1[CH:6]=[CH:5][CH:4]=[C:3]([NH:7][C:8]([NH:15][CH2:10][C:11]([CH3:14])([CH3:13])[CH3:12])=[S:9])[CH:2]=1. The catalyst class is: 1. (3) Reactant: [H-].[H-].[H-].[H-].[Li+].[Al+3].[N:7]([C:10]1([CH2:26][C:27](OCC)=[O:28])[C:23]2[C:18](=[N:19][CH:20]=[C:21]([Br:24])[CH:22]=2)[O:17][C:16]2[C:11]1=[CH:12][C:13]([I:25])=[CH:14][CH:15]=2)=[N+]=[N-].O.O.O.O.O.O.O.O.O.O.S([O-])([O-])(=O)=O.[Na+].[Na+]. Product: [NH2:7][C:10]1([CH2:26][CH2:27][OH:28])[C:23]2[C:18](=[N:19][CH:20]=[C:21]([Br:24])[CH:22]=2)[O:17][C:16]2[C:11]1=[CH:12][C:13]([I:25])=[CH:14][CH:15]=2. The catalyst class is: 1. (4) Reactant: Br[C:2]1[CH:7]=[CH:6][C:5]([Cl:8])=[CH:4][C:3]=1[O:9][CH3:10].[CH2:11]([O:13][C:14]([C:16]1([C:19]2[CH:24]=[CH:23][C:22](B3OC(C)(C)C(C)(C)O3)=[CH:21][CH:20]=2)[CH2:18][CH2:17]1)=[O:15])[CH3:12].C(=O)([O-])[O-].[Na+].[Na+].O. Product: [CH2:11]([O:13][C:14]([C:16]1([C:19]2[CH:24]=[CH:23][C:22]([C:2]3[CH:7]=[CH:6][C:5]([Cl:8])=[CH:4][C:3]=3[O:9][CH3:10])=[CH:21][CH:20]=2)[CH2:17][CH2:18]1)=[O:15])[CH3:12]. The catalyst class is: 12. (5) Reactant: [NH2:1][C@H:2]1[CH2:6][CH2:5][C@@H:4]([C:7]([O:9][CH3:10])=[O:8])[CH2:3]1.[C:11](=[O:14])([O-])[O-:12].[K+].[K+]. Product: [CH3:10][O:9][C:7]([C@@H:4]1[CH2:5][CH2:6][C@H:2]([NH:1][C:11](=[O:14])[O:12][C:4]([CH3:7])([CH3:5])[CH3:3])[CH2:3]1)=[O:8]. The catalyst class is: 20. (6) Reactant: [CH:1]1[C:10]2[C:5](=[CH:6][CH:7]=[CH:8][CH:9]=2)[CH:4]=[CH:3][C:2]=1[C:11]1[N:16]=[C:15]([NH:17][CH:18]2[CH2:23][CH2:22][N:21]([C:24]([O:26][C:27]([CH3:30])([CH3:29])[CH3:28])=[O:25])[CH2:20][CH2:19]2)[C:14]([N+:31]([O-])=O)=[CH:13][CH:12]=1. Product: [NH2:31][C:14]1[C:15]([NH:17][CH:18]2[CH2:23][CH2:22][N:21]([C:24]([O:26][C:27]([CH3:30])([CH3:29])[CH3:28])=[O:25])[CH2:20][CH2:19]2)=[N:16][C:11]([C:2]2[CH:3]=[CH:4][C:5]3[C:10](=[CH:9][CH:8]=[CH:7][CH:6]=3)[CH:1]=2)=[CH:12][CH:13]=1. The catalyst class is: 19.